Dataset: Orexin1 receptor HTS with 218,158 compounds and 233 confirmed actives. Task: Binary Classification. Given a drug SMILES string, predict its activity (active/inactive) in a high-throughput screening assay against a specified biological target. (1) The result is 0 (inactive). The drug is s1c(C(N(CCOC)C(=O)c2nnsc2)C(=O)NC2CCCCC2)ccc1. (2) The drug is Clc1c(N2CCN(CC2)C(=O)/C=C\c2ccc(Cl)cc2)c([N+]([O-])=O)ccc1. The result is 0 (inactive). (3) The drug is O=C(Nc1ccc(cc1)C)CC(N1CCCC1)C. The result is 0 (inactive).